From a dataset of Reaction yield outcomes from USPTO patents with 853,638 reactions. Predict the reaction yield, written as a fraction of the theoretical maximum amount of product (1.0 means a 100% yield; for example, 0.34 means a 34% yield). (1) The reactants are [Cl:1][C:2]1[CH:7]=[CH:6][C:5]([C:8]2[CH:13]=[N:12][N:11]3[C:14](=O)[NH:15][N:16]=[C:10]3[C:9]=2[C:18]2[CH:23]=[CH:22][C:21]([Cl:24])=[CH:20][CH:19]=2)=[CH:4][CH:3]=1.[C:25]([O-:28])([O-])=O.[Cs+].[Cs+]. The catalyst is CN(C=O)C. The product is [Cl:1][C:2]1[CH:3]=[CH:4][C:5]([C:8]2[CH:13]=[N:12][N:11]3[C:25](=[O:28])[N:15]([CH:14]4[CH2:6][CH2:7][CH2:2][CH2:3][CH2:4]4)[N:16]=[C:10]3[C:9]=2[C:18]2[CH:19]=[CH:20][C:21]([Cl:24])=[CH:22][CH:23]=2)=[CH:6][CH:7]=1. The yield is 0.540. (2) The reactants are [CH:1]([N:3]1[CH2:8][CH2:7][N:6]([C:9]2[C:17]3[CH:16]=[C:15](C(O)=O)[S:14][C:13]=3[CH:12]=[CH:11][CH:10]=2)[CH2:5][CH2:4]1)=[O:2]. The catalyst is N1C2C(=CC=CC=2)C=CC=1. The product is [S:14]1[CH:15]=[CH:16][C:17]2[C:9]([N:6]3[CH2:5][CH2:4][N:3]([CH:1]=[O:2])[CH2:8][CH2:7]3)=[CH:10][CH:11]=[CH:12][C:13]1=2. The yield is 0.620.